This data is from Catalyst prediction with 721,799 reactions and 888 catalyst types from USPTO. The task is: Predict which catalyst facilitates the given reaction. (1) Reactant: [NH2:1][CH:2]1[CH2:7][CH2:6][N:5]([CH2:8][CH2:9][N:10]2[C:19]3[C:14](=[CH:15][CH:16]=[C:17]([O:20][CH3:21])[CH:18]=3)[N:13]=[CH:12][C:11]2=[O:22])[CH2:4][CH2:3]1.[O:23]1[C:28]2[CH:29]=[CH:30][C:31]([CH:33]=O)=[CH:32][C:27]=2[O:26][CH:25]=[CH:24]1.C(O[BH-](OC(=O)C)OC(=O)C)(=O)C.[Na+].C(=O)([O-])O.[Na+]. Product: [O:23]1[C:28]2[CH:29]=[CH:30][C:31]([CH2:33][NH:1][CH:2]3[CH2:3][CH2:4][N:5]([CH2:8][CH2:9][N:10]4[C:19]5[C:14](=[CH:15][CH:16]=[C:17]([O:20][CH3:21])[CH:18]=5)[N:13]=[CH:12][C:11]4=[O:22])[CH2:6][CH2:7]3)=[CH:32][C:27]=2[O:26][CH:25]=[CH:24]1. The catalyst class is: 671. (2) Reactant: [CH2:1]([O:8][C@H:9]1[CH2:12][C@H:11]([NH:13][C:14]2[C:15]([NH2:21])=[CH:16][CH:17]=[C:18]([F:20])[CH:19]=2)[CH2:10]1)[C:2]1[CH:7]=[CH:6][CH:5]=[CH:4][CH:3]=1.[C:22]([O:26][C:27]([NH:29][C@@H:30]([CH3:34])[C:31](O)=O)=[O:28])([CH3:25])([CH3:24])[CH3:23].C1C=NC2N(O)N=NC=2C=1.CCN=C=NCCCN(C)C.Cl. Product: [C:22]([O:26][C:27](=[O:28])[NH:29][C@H:30]([C:31]1[N:13]([C@H:11]2[CH2:12][C@H:9]([O:8][CH2:1][C:2]3[CH:7]=[CH:6][CH:5]=[CH:4][CH:3]=3)[CH2:10]2)[C:14]2[CH:19]=[C:18]([F:20])[CH:17]=[CH:16][C:15]=2[N:21]=1)[CH3:34])([CH3:25])([CH3:24])[CH3:23]. The catalyst class is: 2.